From a dataset of Full USPTO retrosynthesis dataset with 1.9M reactions from patents (1976-2016). Predict the reactants needed to synthesize the given product. (1) Given the product [C:61]([NH:78][CH:28]([C:29]1[CH:30]=[CH:31][C:32]([O:35][CH2:36][CH2:37][CH2:38][CH2:39][CH2:40][CH2:41][CH2:42][CH2:43][CH2:44][CH2:45][CH2:46][CH2:47][CH2:48][CH2:49][CH2:50][CH2:51][CH2:52][CH2:53][CH2:54][CH2:55][CH2:56][CH3:57])=[CH:33][CH:34]=1)[C:27]1[CH:59]=[CH:60][C:24]([O:101][CH2:98][CH2:79][CH2:104][CH2:105][CH2:106][CH2:107][CH2:108][CH2:103][CH2:109][CH2:92][CH2:93][CH2:94][CH2:95][CH2:96][CH2:91][CH2:84][CH2:85][CH2:90][CH2:89][CH2:88][CH2:87][CH3:86])=[CH:25][CH:26]=1)([O:63][CH2:64][CH:65]1[C:77]2[C:72](=[CH:73][CH:74]=[CH:75][CH:76]=2)[C:71]2[C:66]1=[CH:67][CH:68]=[CH:69][CH:70]=2)=[O:62], predict the reactants needed to synthesize it. The reactants are: C(O[C:24]1[CH:60]=[CH:59][C:27]([CH:28](O)[C:29]2[CH:34]=[CH:33][C:32]([O:35][CH2:36][CH2:37][CH2:38][CH2:39][CH2:40][CH2:41][CH2:42][CH2:43][CH2:44][CH2:45][CH2:46][CH2:47][CH2:48][CH2:49][CH2:50][CH2:51][CH2:52][CH2:53][CH2:54][CH2:55][CH2:56][CH3:57])=[CH:31][CH:30]=2)=[CH:26][CH:25]=1)CCCCCCCCCCCCCCCCCCCCC.[C:61]([NH2:78])([O:63][CH2:64][CH:65]1[C:77]2[C:72](=[CH:73][CH:74]=[CH:75][CH:76]=2)[C:71]2[C:66]1=[CH:67][CH:68]=[CH:69][CH:70]=2)=[O:62].[CH3:79]S(O)(=O)=O.[CH:84](O)([C:91]1[CH:96]=[CH:95][CH:94]=[CH:93][CH:92]=1)[C:85]1[CH:90]=[CH:89][CH:88]=[CH:87][CH:86]=1.[C:98](=[O:101])([O-])O.[Na+].[C:103]1([CH3:109])[CH:108]=[CH:107][CH:106]=[CH:105][CH:104]=1. (2) Given the product [Cl:15][C:16]1[CH:22]=[CH:21][C:19]([NH:20][C:2]2[C:11]3[C:6](=[CH:7][N:8]=[C:9]([F:12])[CH:10]=3)[N:5]=[CH:4][C:3]=2[C:13]#[N:14])=[C:18]([F:23])[CH:17]=1, predict the reactants needed to synthesize it. The reactants are: Cl[C:2]1[C:11]2[C:6](=[CH:7][N:8]=[C:9]([F:12])[CH:10]=2)[N:5]=[CH:4][C:3]=1[C:13]#[N:14].[Cl:15][C:16]1[CH:22]=[CH:21][C:19]([NH2:20])=[C:18]([F:23])[CH:17]=1.C(=O)(O)[O-].[Na+].